This data is from Forward reaction prediction with 1.9M reactions from USPTO patents (1976-2016). The task is: Predict the product of the given reaction. (1) The product is: [ClH:1].[ClH:19].[Cl:19][C:20]1[CH:26]=[CH:25][C:23]([NH:24][C:2]2[C:11]3[C:6](=[CH:7][CH:8]=[CH:9][CH:10]=3)[C:5]([CH2:12][C:13]3[CH:18]=[CH:17][N:16]=[CH:15][CH:14]=3)=[N:4][N:3]=2)=[CH:22][CH:21]=1. Given the reactants [Cl:1][C:2]1[C:11]2[C:6](=[CH:7][CH:8]=[CH:9][CH:10]=2)[C:5]([CH2:12][C:13]2[CH:18]=[CH:17][N:16]=[CH:15][CH:14]=2)=[N:4][N:3]=1.[Cl:19][C:20]1[CH:26]=[CH:25][C:23]([NH2:24])=[CH:22][CH:21]=1, predict the reaction product. (2) Given the reactants [NH2:1][C@@H:2]1[CH2:7][CH2:6][CH2:5][C@H:4]([NH:8][C:9]2[C:16]([F:17])=[CH:15][C:12]([C:13]#[N:14])=[C:11]([C:18]3[C:26]4[C:21](=[N:22][CH:23]=[C:24]([F:27])[CH:25]=4)[N:20]([S:28]([C:31]4[CH:37]=[CH:36][C:34]([CH3:35])=[CH:33][CH:32]=4)(=[O:30])=[O:29])[CH:19]=3)[N:10]=2)[CH2:3]1.C(N(CC)C(C)C)(C)C.[N:47]1([C:53](Cl)=[O:54])[CH2:52][CH2:51][O:50][CH2:49][CH2:48]1, predict the reaction product. The product is: [C:13]([C:12]1[CH:15]=[C:16]([F:17])[C:9]([NH:8][C@H:4]2[CH2:5][CH2:6][CH2:7][C@@H:2]([NH:1][C:53]([N:47]3[CH2:52][CH2:51][O:50][CH2:49][CH2:48]3)=[O:54])[CH2:3]2)=[N:10][C:11]=1[C:18]1[C:26]2[C:21](=[N:22][CH:23]=[C:24]([F:27])[CH:25]=2)[N:20]([S:28]([C:31]2[CH:37]=[CH:36][C:34]([CH3:35])=[CH:33][CH:32]=2)(=[O:30])=[O:29])[CH:19]=1)#[N:14].